This data is from Experimentally validated miRNA-target interactions with 360,000+ pairs, plus equal number of negative samples. The task is: Binary Classification. Given a miRNA mature sequence and a target amino acid sequence, predict their likelihood of interaction. (1) The miRNA is hsa-miR-599 with sequence GUUGUGUCAGUUUAUCAAAC. The protein sequence of the target gene is MATRIPFTESQWEELENQALVFKYLAANMPVPPHLLFLIKRPFLFSSSSSSSSSSSFFSPTLSPHFGWNVYEMGMGRKIDAEPGRCRRTDGKKWRCSKEAYPDSKYCERHMHRGKNRSSSRKPPPTQFTPNLFLDSSSRRRRSGYMDDFFSIEPSGSIKSCSGSAMEDNDDGSCRGINNEEKQPDRHCFILGTDLRTRERPLMLEEKLKQRDHDNEEEQGSKRFYRFLDEWPSSKSSVSTSLFI. Result: 0 (no interaction). (2) Result: 1 (interaction). The miRNA is hsa-miR-6133 with sequence UGAGGGAGGAGGUUGGGUA. The protein sequence of the target gene is MLKMLSFKLLLLAVALGFFEGDAKFGERNEGSGARRRRCLNGNPPKRLKRRDRRMMSQLELLSGGEMLCGGFYPRLSCCLRSDSPGLGRLENKIFSVTNNTECGKLLEEIKCALCSPHSQSLFHSPEREVLERDLVLPLLCKDYCKEFFYTCRGHIPGFLQTTADEFCFYYARKDGGLCFPDFPRKQVRGPASNYLDQMEEYDKVEEISRKHKHNCFCIQEVVSGLRQPVGALHSGDGSQRLFILEKEGYVKILTPEGEIFKEPYLDIHKLVQSGIKGGDERGLLSLAFHPNYKKNGKLY.... (3) The miRNA is hsa-miR-769-5p with sequence UGAGACCUCUGGGUUCUGAGCU. The protein sequence of the target gene is MLGTDRCVVEEWLSEFKALPDTQITSYAATLHRKKTLVPALYKVIQDSNNELLEPVCHQLFELYRSSEVRLKRFTLQFLPELMWVYLRLTVSRDRQSNGCIEALLLGIYNLEIADKDGNNKVLSFTIPSLSKPSIYHEPSTIGSMALTEGALCQHDLIRVVYSDLHPQRETFTAQNRFEVLSFLMLCYNSAIVYMPASSYQSLCRMGSRVCVSGFPRQHEKHWKELCGRIVLDPEFMVQLLTGVYYAMYNGQWDLGQEVLDDIIYRAQLELFSQPLLVANAMKNSLPFDAPDSTQEGQKV.... Result: 1 (interaction).